From a dataset of Catalyst prediction with 721,799 reactions and 888 catalyst types from USPTO. Predict which catalyst facilitates the given reaction. (1) Reactant: [C:1]1([C:7]#[C:8][C:9](=[O:11])[CH3:10])[CH:6]=[CH:5][CH:4]=[CH:3][CH:2]=1.[I-].[NH2:13][N+:14]1[CH:19]=[CH:18][C:17]([O:20][CH3:21])=[CH:16][CH:15]=1.C(=O)([O-])[O-].[K+].[K+].O. Product: [CH3:21][O:20][C:17]1[CH:18]=[CH:19][N:14]2[N:13]=[C:7]([C:1]3[CH:6]=[CH:5][CH:4]=[CH:3][CH:2]=3)[C:8]([C:9](=[O:11])[CH3:10])=[C:15]2[CH:16]=1. The catalyst class is: 9. (2) Reactant: [Cl:1][C:2]1[C:10]([C:11]2[N:12]=[CH:13][C:14]([NH2:17])=[N:15][CH:16]=2)=[CH:9][C:8]2[CH2:7][CH2:6][O:5][C:4]=2[CH:3]=1.[F:18][C:19]1[CH:27]=[CH:26][CH:25]=[C:24]([F:28])[C:20]=1[C:21](Cl)=[O:22].CCN(C(C)C)C(C)C.C([O-])(O)=O.[Na+].C(Cl)Cl. Product: [F:18][C:19]1[CH:27]=[CH:26][CH:25]=[C:24]([F:28])[C:20]=1[C:21]([NH:17][C:14]1[CH:13]=[N:12][C:11]([C:10]2[C:2]([Cl:1])=[CH:3][C:4]3[O:5][CH2:6][CH2:7][C:8]=3[CH:9]=2)=[CH:16][N:15]=1)=[O:22]. The catalyst class is: 2. (3) Reactant: Cl[C:2]1[N:6]2[CH:7]=[C:8]([C:11]3[CH:16]=[CH:15][C:14]([O:17][C:18]([F:21])([F:20])[F:19])=[CH:13][CH:12]=3)[CH:9]=[CH:10][C:5]2=[N:4][N:3]=1.[OH:22][C:23]1[CH:28]=[CH:27][N:26]=[CH:25][CH:24]=1.C(=O)([O-])[O-].[K+].[K+]. The catalyst class is: 44. Product: [N:26]1[CH:27]=[CH:28][C:23]([O:22][C:2]2[N:6]3[CH:7]=[C:8]([C:11]4[CH:16]=[CH:15][C:14]([O:17][C:18]([F:21])([F:20])[F:19])=[CH:13][CH:12]=4)[CH:9]=[CH:10][C:5]3=[N:4][N:3]=2)=[CH:24][CH:25]=1. (4) Reactant: [N+:1]([C:4]1[CH:5]=[C:6]2[C:11](=[CH:12][CH:13]=1)[N:10]([CH2:14][CH:15]([N:17]1[CH2:21][CH2:20][CH2:19][CH2:18]1)[CH3:16])[C:9](=[O:22])[CH2:8][CH2:7]2)([O-])=O.[H][H]. Product: [NH2:1][C:4]1[CH:5]=[C:6]2[C:11](=[CH:12][CH:13]=1)[N:10]([CH2:14][CH:15]([N:17]1[CH2:18][CH2:19][CH2:20][CH2:21]1)[CH3:16])[C:9](=[O:22])[CH2:8][CH2:7]2. The catalyst class is: 63. (5) Reactant: [N+:1]([C:4]1[N:5]=[CH:6][N:7]2[C:11]([C:12]([F:15])([F:14])[F:13])=[CH:10][S:9][C:8]=12)([O-])=O. Product: [F:14][C:12]([F:13])([F:15])[C:11]1[N:7]2[CH:6]=[N:5][C:4]([NH2:1])=[C:8]2[S:9][CH:10]=1. The catalyst class is: 78. (6) Reactant: [NH:1]1[C:5]2[CH:6]=[CH:7][CH:8]=[CH:9][C:4]=2[N:3]=[C:2]1[C:10]([N:12]([CH2:34][CH:35]([CH3:37])[CH3:36])[C@H:13]1[CH2:18][C@@H:17]([C:19]([N:21]2[CH2:26][CH2:25][O:24][CH2:23][CH2:22]2)=[O:20])[CH2:16][N:15](C(OC(C)(C)C)=O)[CH2:14]1)=[O:11].[CH3:38][O:39][CH2:40][CH2:41][CH2:42]O.C1(P(C2C=CC=CC=2)C2C=CC=CC=2)C=CC=CC=1.N(C(OC(C)C)=O)=NC(OC(C)C)=O. Product: [CH3:38][O:39][CH2:40][CH2:41][CH2:42][N:3]1[C:4]2[CH:9]=[CH:8][CH:7]=[CH:6][C:5]=2[N:1]=[C:2]1[C:10]([N:12]([CH2:34][CH:35]([CH3:36])[CH3:37])[C@H:13]1[CH2:18][C@@H:17]([C:19]([N:21]2[CH2:26][CH2:25][O:24][CH2:23][CH2:22]2)=[O:20])[CH2:16][NH:15][CH2:14]1)=[O:11]. The catalyst class is: 20. (7) Reactant: [Cl:1][C:2]1[C:7]([F:8])=[C:6]([CH2:9][OH:10])[CH:5]=[CH:4][N:3]=1. Product: [Cl:1][C:2]1[C:7]([F:8])=[C:6]([CH:9]=[O:10])[CH:5]=[CH:4][N:3]=1. The catalyst class is: 177. (8) The catalyst class is: 3. Product: [Cl:1][C:2]1[CH:11]=[CH:10][C:9]2[N:8]([CH2:35][CH2:34][CH2:33][N:31]([CH3:32])[CH3:30])[C:7](=[O:12])[C:6]3[C:13]([CH3:22])=[N:14][N:15]([CH:16]4[CH2:21][CH2:20][CH2:19][CH2:18][O:17]4)[C:5]=3[C:4]=2[CH:3]=1. Reactant: [Cl:1][C:2]1[CH:11]=[CH:10][C:9]2[NH:8][C:7](=[O:12])[C:6]3[C:13]([CH3:22])=[N:14][N:15]([CH:16]4[CH2:21][CH2:20][CH2:19][CH2:18][O:17]4)[C:5]=3[C:4]=2[CH:3]=1.C(=O)([O-])[O-].[K+].[K+].Cl.[CH3:30][N:31]([CH2:33][CH2:34][CH2:35]Cl)[CH3:32]. (9) Reactant: C(N(S(F)(F)[F:7])CC)C.C(Cl)(Cl)Cl.[Cl:14][C:15]1[CH:20]=[CH:19][CH:18]=[CH:17][C:16]=1[C:21]1(O)[CH2:26][CH2:25][N:24]([C:27]([O:29][CH2:30][C:31]2[CH:36]=[CH:35][CH:34]=[CH:33][CH:32]=2)=[O:28])[CH2:23][CH2:22]1.O. Product: [Cl:14][C:15]1[CH:20]=[CH:19][CH:18]=[CH:17][C:16]=1[C:21]1([F:7])[CH2:26][CH2:25][N:24]([C:27]([O:29][CH2:30][C:31]2[CH:36]=[CH:35][CH:34]=[CH:33][CH:32]=2)=[O:28])[CH2:23][CH2:22]1. The catalyst class is: 13.